From a dataset of Forward reaction prediction with 1.9M reactions from USPTO patents (1976-2016). Predict the product of the given reaction. (1) Given the reactants Br[C:2]1[CH:7]=[CH:6][C:5]([N:8]2[CH2:13][CH2:12][N:11]([C:14]([O:16][C:17]([CH3:20])([CH3:19])[CH3:18])=[O:15])[CH2:10][CH2:9]2)=[CH:4][CH:3]=1.C1(C)C=CC=CC=1.[Li]CCCC.CN([CH:36]=[O:37])C, predict the reaction product. The product is: [C:17]([O:16][C:14]([N:11]1[CH2:12][CH2:13][N:8]([C:5]2[CH:6]=[CH:7][C:2]([CH:36]=[O:37])=[CH:3][CH:4]=2)[CH2:9][CH2:10]1)=[O:15])([CH3:20])([CH3:19])[CH3:18]. (2) Given the reactants Cl[C:2]1[CH:7]=[C:6]([N:8]([C:16]2[CH:21]=[CH:20][CH:19]=[C:18]([N+:22]([O-:24])=[O:23])[CH:17]=2)[C:9](=[O:15])[O:10][C:11]([CH3:14])([CH3:13])[CH3:12])[CH:5]=[CH:4][N:3]=1.CC1(C)C(C)(C)OB([C:33]2[NH:37][CH:36]=[C:35]([C:38]([O-:40])=[O:39])[CH:34]=2)O1.[CH3:42]C1(C)C2C(=C(P(C3C=CC=CC=3)C3C=CC=CC=3)C=CC=2)OC2C(P(C3C=CC=CC=3)C3C=CC=CC=3)=CC=CC1=2, predict the reaction product. The product is: [C:11]([O:10][C:9]([N:8]([C:16]1[CH:21]=[CH:20][CH:19]=[C:18]([N+:22]([O-:24])=[O:23])[CH:17]=1)[C:6]1[CH:5]=[CH:4][N:3]=[C:2]([C:33]2[NH:37][CH:36]=[C:35]([C:38]([O:40][CH3:42])=[O:39])[CH:34]=2)[CH:7]=1)=[O:15])([CH3:14])([CH3:13])[CH3:12].